Predict the reaction yield, written as a fraction of the theoretical maximum amount of product (1.0 means a 100% yield; for example, 0.34 means a 34% yield). From a dataset of Reaction yield outcomes from USPTO patents with 853,638 reactions. (1) The reactants are [NH2:1][C:2]([C:4]1[CH:5]=[N:6][C:7]2[C:12]([C:13]=1[NH:14][C:15]1[CH:16]=[C:17]([CH:23]=[CH:24][CH:25]=1)[C:18]([O:20][CH2:21][CH3:22])=[O:19])=[CH:11][CH:10]=[C:9](Cl)[CH:8]=2)=[O:3].[CH3:27][C:28]1[CH:33]=[C:32](B2OC(C)(C)C(C)(C)O2)[CH:31]=[CH:30][N:29]=1.C(=O)([O-])[O-].[K+].[K+]. The catalyst is O1CCOCC1.O.C1C=CC([P]([Pd]([P](C2C=CC=CC=2)(C2C=CC=CC=2)C2C=CC=CC=2)([P](C2C=CC=CC=2)(C2C=CC=CC=2)C2C=CC=CC=2)[P](C2C=CC=CC=2)(C2C=CC=CC=2)C2C=CC=CC=2)(C2C=CC=CC=2)C2C=CC=CC=2)=CC=1. The product is [NH2:1][C:2]([C:4]1[CH:5]=[N:6][C:7]2[C:12]([C:13]=1[NH:14][C:15]1[CH:16]=[C:17]([CH:23]=[CH:24][CH:25]=1)[C:18]([O:20][CH2:21][CH3:22])=[O:19])=[CH:11][CH:10]=[C:9]([C:32]1[CH:31]=[CH:30][N:29]=[C:28]([CH3:27])[CH:33]=1)[CH:8]=2)=[O:3]. The yield is 0.390. (2) The product is [CH3:1][O:2][C:3]1[N:8]=[C:7]([NH:9][C:18]([NH:17][C:15](=[O:16])[O:14][CH2:13][CH3:12])=[S:19])[C:6]([O:10][CH3:11])=[CH:5][N:4]=1. The catalyst is C(OCC)(=O)C. The reactants are [CH3:1][O:2][C:3]1[N:8]=[C:7]([NH2:9])[C:6]([O:10][CH3:11])=[CH:5][N:4]=1.[CH3:12][CH2:13][O:14][C:15]([N:17]=[C:18]=[S:19])=[O:16]. The yield is 0.890. (3) The reactants are C[O:2][CH:3](OC)[C:4]1[CH:9]=[CH:8][CH:7]=[CH:6][C:5]=1[CH2:10][O:11][C:12]1[CH:17]=[C:16]([CH3:18])[CH:15]=[CH:14][C:13]=1[CH3:19].S(=O)(=O)(O)O. The catalyst is C1(C)C(C)=CC=CC=1. The product is [CH3:19][C:13]1[CH:14]=[CH:15][C:16]([CH3:18])=[CH:17][C:12]=1[O:11][CH2:10][C:5]1[CH:6]=[CH:7][CH:8]=[CH:9][C:4]=1[CH:3]=[O:2]. The yield is 0.971. (4) The reactants are [N+:1]([C:4]1[CH:9]=[CH:8][C:7]([CH:10]([CH2:15][C:16]([OH:18])=O)[CH2:11][C:12](O)=[O:13])=[CH:6][CH:5]=1)([O-:3])=[O:2].ClC(OC)=O.C([N:26](CC)CC)C.N.CC([O-])=O.[Na+].C(OC(=O)C)(=O)C. The catalyst is O1CCOCC1. The product is [N+:1]([C:4]1[CH:9]=[CH:8][C:7]([CH:10]2[CH2:15][C:16](=[O:18])[NH:26][C:12](=[O:13])[CH2:11]2)=[CH:6][CH:5]=1)([O-:3])=[O:2]. The yield is 0.430. (5) The reactants are [CH3:1][C:2]1[CH2:3][C:4]2[CH:5]=[C:6]3[C:10](=[CH:11][C:12]=2[CH:13]=1)[CH2:9][CH2:8][CH2:7]3.[Li]CCCC.CCCCCC.[Si:25]([CH3:29])([CH3:28])(Cl)[Cl:26]. The catalyst is CCOCC.C1(C)C=CC=CC=1.C1COCC1. The product is [Cl:26][Si:25]([CH3:29])([CH3:28])[CH:3]1[C:4]2[C:12](=[CH:11][C:10]3[CH2:9][CH2:8][CH2:7][C:6]=3[CH:5]=2)[CH:13]=[C:2]1[CH3:1]. The yield is 0.848. (6) The reactants are [I:1][C:2]1[CH:8]=[C:7]([C:9]([F:18])([C:14]([F:17])([F:16])[F:15])[C:10]([F:13])([F:12])[F:11])[CH:6]=[C:5]([I:19])[C:3]=1[NH2:4].[Cl:20][C:21]1[C:29]([N+:30]([O-:32])=[O:31])=[CH:28][CH:27]=[CH:26][C:22]=1[C:23](Cl)=[O:24].O. The catalyst is CN1C(=O)N(C)CC1. The product is [Cl:20][C:21]1[C:29]([N+:30]([O-:32])=[O:31])=[CH:28][CH:27]=[CH:26][C:22]=1[C:23]([NH:4][C:3]1[C:2]([I:1])=[CH:8][C:7]([C:9]([F:18])([C:10]([F:13])([F:12])[F:11])[C:14]([F:15])([F:16])[F:17])=[CH:6][C:5]=1[I:19])=[O:24]. The yield is 0.990.